Dataset: Full USPTO retrosynthesis dataset with 1.9M reactions from patents (1976-2016). Task: Predict the reactants needed to synthesize the given product. (1) Given the product [CH2:28]1[O:38][C:37]2[CH:36]=[CH:35][C:32]([CH2:33][O:16][C:15](=[O:17])[C@H:14]([NH:13][S:10]([C:6]3[C:7]([CH3:9])=[CH:8][C:3]([O:2][CH3:1])=[C:4]([CH3:21])[C:5]=3[CH3:20])(=[O:11])=[O:12])[CH2:18][OH:19])=[CH:31][C:30]=2[O:29]1, predict the reactants needed to synthesize it. The reactants are: [CH3:1][O:2][C:3]1[CH:8]=[C:7]([CH3:9])[C:6]([S:10]([NH:13][C@H:14]([CH2:18][OH:19])[C:15]([OH:17])=[O:16])(=[O:12])=[O:11])=[C:5]([CH3:20])[C:4]=1[CH3:21].C(=O)([O-])[O-].[K+].[K+].[CH2:28]1[O:38][C:37]2[CH:36]=[CH:35][C:32]([CH2:33]Cl)=[CH:31][C:30]=2[O:29]1.[I-].[Li+]. (2) Given the product [C:1]12([CH2:8][O:9][C:12]3[C:11]([Cl:10])=[CH:23][C:15]([C:16]([O:18][C:19]([CH3:20])([CH3:21])[CH3:22])=[O:17])=[C:14]([F:24])[CH:13]=3)[CH2:7][CH:6]1[CH2:5][CH2:4][CH2:3][CH2:2]2, predict the reactants needed to synthesize it. The reactants are: [C:1]12([CH2:8][OH:9])[CH2:7][CH:6]1[CH2:5][CH2:4][CH2:3][CH2:2]2.[Cl:10][C:11]1[C:12](F)=[CH:13][C:14]([F:24])=[C:15]([CH:23]=1)[C:16]([O:18][C:19]([CH3:22])([CH3:21])[CH3:20])=[O:17].C(=O)([O-])[O-].[Cs+].[Cs+].